Dataset: Forward reaction prediction with 1.9M reactions from USPTO patents (1976-2016). Task: Predict the product of the given reaction. (1) The product is: [CH:32]1([NH:31][C:29]2[S:30][C:26](=[CH:25][C:22]3[CH:23]=[C:24]4[C:19](=[CH:20][CH:21]=3)[N:18]=[CH:17][C:16]([C:36]#[N:37])=[C:15]4[O:14][CH:11]3[CH2:10][CH2:9][NH:8][CH2:13][CH2:12]3)[C:27](=[O:35])[N:28]=2)[CH2:33][CH2:34]1. Given the reactants C(OC([N:8]1[CH2:13][CH2:12][CH:11]([O:14][C:15]2[C:24]3[C:19](=[CH:20][CH:21]=[C:22](/[CH:25]=[C:26]4/[C:27](=[O:35])[N:28]=[C:29]([NH:31][CH:32]5[CH2:34][CH2:33]5)[S:30]/4)[CH:23]=3)[N:18]=[CH:17][C:16]=2[C:36]#[N:37])[CH2:10][CH2:9]1)=O)(C)(C)C.Cl.O1CCOCC1, predict the reaction product. (2) Given the reactants [Cl:1][C:2]1[CH:11]=[C:10]([C:12](=O)[CH3:13])[C:9]([N:15]2[CH2:20][CH2:19][CH2:18][CH:17]([O:21][CH3:22])[CH2:16]2)=[C:8]2[C:3]=1[CH:4]=[CH:5][CH:6]=[N:7]2.C([O-])(=O)C.[NH4+].C([BH3-])#[N:29].[Na+].O1CCCC1, predict the reaction product. The product is: [Cl:1][C:2]1[CH:11]=[C:10]([CH:12]([NH2:29])[CH3:13])[C:9]([N:15]2[CH2:20][CH2:19][CH2:18][CH:17]([O:21][CH3:22])[CH2:16]2)=[C:8]2[C:3]=1[CH:4]=[CH:5][CH:6]=[N:7]2. (3) Given the reactants [Cl:1][C:2]1[CH:7]=[CH:6][C:5](I)=[CH:4][C:3]=1[Cl:9].[CH2:10]([N:12]([CH2:34][CH3:35])[CH:13]1[CH2:17][CH2:16][N:15]([C:18]([C:20]2[C:24]([CH3:25])=[C:23]([C:26]3[CH:31]=[CH:30][CH:29]=[C:28]([C:32]#[CH:33])[CH:27]=3)[NH:22][N:21]=2)=[O:19])[CH2:14]1)[CH3:11], predict the reaction product. The product is: [Cl:9][C:3]1[CH:4]=[C:5]([C:33]#[C:32][C:28]2[CH:27]=[C:26]([C:23]3[NH:22][N:21]=[C:20]([C:18]([N:15]4[CH2:16][CH2:17][CH:13]([N:12]([CH2:34][CH3:35])[CH2:10][CH3:11])[CH2:14]4)=[O:19])[C:24]=3[CH3:25])[CH:31]=[CH:30][CH:29]=2)[CH:6]=[CH:7][C:2]=1[Cl:1]. (4) Given the reactants C1([C:4]2[CH:8]=[C:7]([NH2:9])[NH:6][N:5]=2)CC1.C(N(CC)CC)C.[CH3:17][C:18]([O:21][C:22](O[C:22]([O:21][C:18]([CH3:20])([CH3:19])[CH3:17])=[O:23])=[O:23])([CH3:20])[CH3:19], predict the reaction product. The product is: [NH2:9][C:7]1[CH:8]=[CH:4][N:5]([C:22]([O:21][C:18]([CH3:20])([CH3:19])[CH3:17])=[O:23])[N:6]=1. (5) Given the reactants Br[C:2]1[CH:7]=[C:6]([O:8][CH3:9])[CH:5]=[C:4]([O:10][CH3:11])[CH:3]=1.[Mg].Cl[P:14]([C:25]1[CH:30]=[C:29]([CH3:31])[C:28]([O:32][CH3:33])=[C:27]([CH3:34])[CH:26]=1)[C:15]1[CH:20]=[C:19]([CH3:21])[C:18]([O:22][CH3:23])=[C:17]([CH3:24])[CH:16]=1.[OH:35]O, predict the reaction product. The product is: [CH3:11][O:10][C:4]1[CH:3]=[C:2]([P:14](=[O:35])([C:25]2[CH:30]=[C:29]([CH3:31])[C:28]([O:32][CH3:33])=[C:27]([CH3:34])[CH:26]=2)[C:15]2[CH:20]=[C:19]([CH3:21])[C:18]([O:22][CH3:23])=[C:17]([CH3:24])[CH:16]=2)[CH:7]=[C:6]([O:8][CH3:9])[CH:5]=1.